From a dataset of Reaction yield outcomes from USPTO patents with 853,638 reactions. Predict the reaction yield, written as a fraction of the theoretical maximum amount of product (1.0 means a 100% yield; for example, 0.34 means a 34% yield). (1) The reactants are Cl[C:2]1[CH:3]=[C:4]([C:8]([N+:11]([O-:13])=[O:12])=[CH:9][N:10]=1)[C:5]([OH:7])=[O:6].[NH:14]1[CH2:19][CH2:18][O:17][CH2:16][CH2:15]1.Cl. The catalyst is O. The product is [O:17]1[CH2:18][CH2:19][N:14]([C:2]2[CH:3]=[C:4]([C:8]([N+:11]([O-:13])=[O:12])=[CH:9][N:10]=2)[C:5]([OH:7])=[O:6])[CH2:15][CH2:16]1. The yield is 0.760. (2) The reactants are [Br:1][C:2]1[CH:20]=[CH:19][C:5]([CH2:6][NH:7][CH2:8][C:9]([O:11][CH2:12][C:13]2[CH:18]=[CH:17][CH:16]=[CH:15][CH:14]=2)=[O:10])=[CH:4][CH:3]=1.[CH3:21][C:22]([O:25][C:26](O[C:26]([O:25][C:22]([CH3:24])([CH3:23])[CH3:21])=[O:27])=[O:27])([CH3:24])[CH3:23]. The catalyst is C(Cl)Cl. The product is [Br:1][C:2]1[CH:20]=[CH:19][C:5]([CH2:6][N:7]([C:26]([O:25][C:22]([CH3:24])([CH3:23])[CH3:21])=[O:27])[CH2:8][C:9]([O:11][CH2:12][C:13]2[CH:18]=[CH:17][CH:16]=[CH:15][CH:14]=2)=[O:10])=[CH:4][CH:3]=1. The yield is 0.920. (3) The reactants are FC(F)(F)S([O-])(=O)=O.C(OC([NH:16][C:17]1[CH:18]=[C:19]2[C:23](=[CH:24][CH:25]=1)[CH2:22][NH+:21]=[C:20]2OC)=O)(C)(C)C.CC1C=CC(S(C2C(C3C=CC=CC3=NN)N(CCl)OC=2C)(=O)=O)=CC=1.[CH3:54][C:55]1[O:59][N:58]=[C:57]([C:60]2[CH:65]=[CH:64][CH:63]=[CH:62][CH:61]=2)[C:56]=1[C:66]([N:68](Cl)[NH:69]Cl)=O.C(N(CC)CC)C. The catalyst is O1CCOCC1. The product is [CH3:54][C:55]1[O:59][N:58]=[C:57]([C:60]2[CH:65]=[CH:64][CH:63]=[CH:62][CH:61]=2)[C:56]=1[C:66]1[N:21]2[CH2:22][C:23]3[C:19]([C:20]2=[N:69][N:68]=1)=[CH:18][C:17]([NH2:16])=[CH:25][CH:24]=3. The yield is 0.230.